This data is from Merck oncology drug combination screen with 23,052 pairs across 39 cell lines. The task is: Regression. Given two drug SMILES strings and cell line genomic features, predict the synergy score measuring deviation from expected non-interaction effect. (1) Drug 1: N.N.O=C(O)C1(C(=O)O)CCC1.[Pt]. Drug 2: Cc1nc(Nc2ncc(C(=O)Nc3c(C)cccc3Cl)s2)cc(N2CCN(CCO)CC2)n1. Cell line: DLD1. Synergy scores: synergy=-0.197. (2) Drug 1: N#Cc1ccc(Cn2cncc2CN2CCN(c3cccc(Cl)c3)C(=O)C2)cc1. Drug 2: CCc1c2c(nc3ccc(O)cc13)-c1cc3c(c(=O)n1C2)COC(=O)C3(O)CC. Cell line: HT144. Synergy scores: synergy=8.24. (3) Drug 1: COC12C(COC(N)=O)C3=C(C(=O)C(C)=C(N)C3=O)N1CC1NC12. Drug 2: CS(=O)(=O)CCNCc1ccc(-c2ccc3ncnc(Nc4ccc(OCc5cccc(F)c5)c(Cl)c4)c3c2)o1. Cell line: SW620. Synergy scores: synergy=19.3. (4) Drug 1: CN1C(=O)C=CC2(C)C3CCC4(C)C(NC(=O)OCC(F)(F)F)CCC4C3CCC12. Drug 2: CCC1(O)C(=O)OCc2c1cc1n(c2=O)Cc2cc3c(CN(C)C)c(O)ccc3nc2-1. Cell line: LOVO. Synergy scores: synergy=8.60. (5) Drug 1: COC12C(COC(N)=O)C3=C(C(=O)C(C)=C(N)C3=O)N1CC1NC12. Drug 2: N#Cc1ccc(Cn2cncc2CN2CCN(c3cccc(Cl)c3)C(=O)C2)cc1. Cell line: LNCAP. Synergy scores: synergy=-11.6.